From a dataset of Forward reaction prediction with 1.9M reactions from USPTO patents (1976-2016). Predict the product of the given reaction. (1) Given the reactants [CH3:1][O:2][CH2:3][O:4][C:5]1[CH:13]=[CH:12][CH:11]=[C:10]2[C:6]=1[CH2:7][CH2:8][C:9]2=O.[C:15]([BH3-])#[N:16].[Na+].C(O)(=O)C.O, predict the reaction product. The product is: [CH3:15][NH:16][CH:9]1[C:10]2[C:6](=[C:5]([O:4][CH2:3][O:2][CH3:1])[CH:13]=[CH:12][CH:11]=2)[CH2:7][CH2:8]1. (2) Given the reactants C1COC2C=CC([NH:11][C:12]3[C:17]([F:18])=[CH:16][N:15]=[C:14]([NH:19][C:20]4[CH:25]=[CH:24][CH:23]=[C:22](O)[CH:21]=4)[N:13]=3)=CC=2O1.[C:27]([C:31]1[CH:36]=[CH:35][C:34](NC2C(F)=CN=C(Cl)N=2)=[CH:33][CH:32]=1)([CH3:30])([CH3:29])[CH3:28].NC1C=CC2[O:54][CH:53]([C:55]([O:57][CH3:58])=[O:56])[CH2:52]C=2C=1, predict the reaction product. The product is: [C:27]([C:31]1[CH:32]=[CH:33][C:34]([N:19]([C:20]2[CH:25]=[CH:24][C:23]3[O:54][CH:53]([C:55]([O:57][CH3:58])=[O:56])[CH2:52][C:22]=3[CH:21]=2)[C:14]2[N:13]=[C:12]([NH2:11])[C:17]([F:18])=[CH:16][N:15]=2)=[CH:35][CH:36]=1)([CH3:28])([CH3:29])[CH3:30]. (3) Given the reactants Cl.[O:2]=[C:3]1[CH2:8][CH2:7][NH:6][CH2:5][CH:4]1[C:9]([O:11][CH3:12])=[O:10].[C:13](O[C:13]([O:15][C:16]([CH3:19])([CH3:18])[CH3:17])=[O:14])([O:15][C:16]([CH3:19])([CH3:18])[CH3:17])=[O:14].C(N(CC)CC)C.[NH4+].[Cl-], predict the reaction product. The product is: [O:2]=[C:3]1[CH2:8][CH2:7][N:6]([C:13]([O:15][C:16]([CH3:19])([CH3:18])[CH3:17])=[O:14])[CH2:5][CH:4]1[C:9]([O:11][CH3:12])=[O:10].